Predict the reactants needed to synthesize the given product. From a dataset of Full USPTO retrosynthesis dataset with 1.9M reactions from patents (1976-2016). (1) Given the product [Cl:5][C:6]1[CH:7]=[CH:8][C:9]([OH:31])=[C:10]([C:12]2[CH:17]=[CH:16][C:15]([S:18]([N:21]3[CH2:26][CH2:25][O:24][CH2:23][CH2:22]3)(=[O:20])=[O:19])=[C:14]([C:27]([F:28])([F:29])[F:30])[CH:13]=2)[CH:11]=1, predict the reactants needed to synthesize it. The reactants are: B(Br)(Br)Br.[Cl:5][C:6]1[CH:7]=[CH:8][C:9]([O:31]CC2C=CC=CC=2)=[C:10]([C:12]2[CH:17]=[CH:16][C:15]([S:18]([N:21]3[CH2:26][CH2:25][O:24][CH2:23][CH2:22]3)(=[O:20])=[O:19])=[C:14]([C:27]([F:30])([F:29])[F:28])[CH:13]=2)[CH:11]=1. (2) Given the product [OH:7][NH:8][C:9](=[O:33])[CH2:10][C:11]1([C:20]2[S:21][C:22]([C:25]3[CH:26]=[CH:27][C:28]([CH2:31][CH3:32])=[CH:29][CH:30]=3)=[CH:23][CH:24]=2)[S:17](=[O:18])(=[O:19])[CH2:16][CH2:15][N:14]([C:38](=[O:39])[NH:37][CH:34]([CH3:36])[CH3:35])[CH2:13][CH2:12]1, predict the reactants needed to synthesize it. The reactants are: O1CCCCC1[O:7][NH:8][C:9](=[O:33])[CH2:10][C:11]1([C:20]2[S:21][C:22]([C:25]3[CH:30]=[CH:29][C:28]([CH2:31][CH3:32])=[CH:27][CH:26]=3)=[CH:23][CH:24]=2)[S:17](=[O:19])(=[O:18])[CH2:16][CH2:15][NH:14][CH2:13][CH2:12]1.[CH:34]([N:37]=[C:38]=[O:39])([CH3:36])[CH3:35]. (3) Given the product [Br:1][C:2]1[C:3]2[C:4]([S:23][C:24]3[CH:25]=[CH:26][C:27]([Cl:30])=[CH:28][CH:29]=3)=[C:5]3[CH:14]([C:15]([F:21])([F:22])[C:16]([OH:18])=[O:17])[CH2:13][CH2:12][N:6]3[C:7]=2[CH:8]=[C:9]([F:11])[CH:10]=1, predict the reactants needed to synthesize it. The reactants are: [Br:1][C:2]1[C:3]2[C:4]([S:23][C:24]3[CH:29]=[CH:28][C:27]([Cl:30])=[CH:26][CH:25]=3)=[C:5]3[CH:14]([C:15]([F:22])([F:21])[C:16]([O:18]CC)=[O:17])[CH2:13][CH2:12][N:6]3[C:7]=2[CH:8]=[C:9]([F:11])[CH:10]=1.[Li+].[OH-]. (4) Given the product [N:1]([CH2:4][C:5]1[CH:12]=[CH:11][C:8]([CH2:9][NH:29][CH2:28][CH2:27][CH2:26][CH2:25][CH2:24][CH2:23][NH:22][CH2:21][C:20]2[CH:30]=[CH:31][C:17]([CH:16]([O:15][CH2:13][CH3:14])[O:32][CH2:33][CH3:34])=[CH:18][CH:19]=2)=[CH:7][CH:6]=1)=[N+:2]=[N-:3], predict the reactants needed to synthesize it. The reactants are: [N:1]([CH2:4][C:5]1[CH:12]=[CH:11][C:8]([CH:9]=O)=[CH:7][CH:6]=1)=[N+:2]=[N-:3].[CH2:13]([O:15][CH:16]([O:32][CH2:33][CH3:34])[C:17]1[CH:31]=[CH:30][C:20]([CH2:21][NH:22][CH2:23][CH2:24][CH2:25][CH2:26][CH2:27][CH2:28][NH2:29])=[CH:19][CH:18]=1)[CH3:14].[BH4-].[Na+]. (5) Given the product [C:1]([C:4]1[C:8]([CH3:9])=[CH:7][N:6]([CH2:18][O:17][CH2:16][CH2:15][Si:14]([CH3:21])([CH3:20])[CH3:13])[C:5]=1[CH3:10])(=[O:3])[CH3:2], predict the reactants needed to synthesize it. The reactants are: [C:1]([C:4]1[C:8]([CH3:9])=[CH:7][NH:6][C:5]=1[CH3:10])(=[O:3])[CH3:2].[H-].[Na+].[CH3:13][Si:14]([CH3:21])([CH3:20])[CH2:15][CH2:16][O:17][CH2:18]Cl. (6) The reactants are: [Cl:1][C:2]1[C:7]2[C:8](=[O:11])[NH:9][CH2:10][C:6]=2[C:5]([F:12])=[C:4]([F:13])[N:3]=1.CCN(CC)CC.[C:21](O[C:21]([O:23][C:24]([CH3:27])([CH3:26])[CH3:25])=[O:22])([O:23][C:24]([CH3:27])([CH3:26])[CH3:25])=[O:22]. Given the product [Cl:1][C:2]1[C:7]2[C:8](=[O:11])[N:9]([C:21]([O:23][C:24]([CH3:27])([CH3:26])[CH3:25])=[O:22])[CH2:10][C:6]=2[C:5]([F:12])=[C:4]([F:13])[N:3]=1, predict the reactants needed to synthesize it.